From a dataset of Peptide-MHC class II binding affinity with 134,281 pairs from IEDB. Regression. Given a peptide amino acid sequence and an MHC pseudo amino acid sequence, predict their binding affinity value. This is MHC class II binding data. (1) The peptide sequence is KVPWDQVVMTSLALV. The MHC is DRB1_1301 with pseudo-sequence DRB1_1301. The binding affinity (normalized) is 0.450. (2) The peptide sequence is RSKFLLMDALKLSIE. The MHC is DRB1_0901 with pseudo-sequence DRB1_0901. The binding affinity (normalized) is 0.622. (3) The peptide sequence is HVNTLHFLVRSKTHL. The MHC is DRB1_0101 with pseudo-sequence DRB1_0101. The binding affinity (normalized) is 0.827. (4) The binding affinity (normalized) is 0.446. The MHC is DRB1_1201 with pseudo-sequence DRB1_1201. The peptide sequence is AQLGYTIRQLERLLQ. (5) The peptide sequence is PVIVADDLTAAINKG. The MHC is DRB4_0101 with pseudo-sequence DRB4_0103. The binding affinity (normalized) is 0.337. (6) The peptide sequence is KSAFQSSVASGFIGF. The MHC is DRB4_0101 with pseudo-sequence DRB4_0103. The binding affinity (normalized) is 0.302.